Task: Regression. Given two drug SMILES strings and cell line genomic features, predict the synergy score measuring deviation from expected non-interaction effect.. Dataset: NCI-60 drug combinations with 297,098 pairs across 59 cell lines (1) Drug 1: CCCCC(=O)OCC(=O)C1(CC(C2=C(C1)C(=C3C(=C2O)C(=O)C4=C(C3=O)C=CC=C4OC)O)OC5CC(C(C(O5)C)O)NC(=O)C(F)(F)F)O. Drug 2: CC1C(C(CC(O1)OC2CC(CC3=C2C(=C4C(=C3O)C(=O)C5=C(C4=O)C(=CC=C5)OC)O)(C(=O)CO)O)N)O.Cl. Cell line: HL-60(TB). Synergy scores: CSS=44.1, Synergy_ZIP=-0.339, Synergy_Bliss=-1.88, Synergy_Loewe=-6.59, Synergy_HSA=-0.00824. (2) Drug 1: C(CC(=O)O)C(=O)CN.Cl. Drug 2: C1=CN(C=N1)CC(O)(P(=O)(O)O)P(=O)(O)O. Cell line: MCF7. Synergy scores: CSS=0.130, Synergy_ZIP=-0.273, Synergy_Bliss=-1.60, Synergy_Loewe=-1.95, Synergy_HSA=-2.07. (3) Drug 1: CC1CCC2CC(C(=CC=CC=CC(CC(C(=O)C(C(C(=CC(C(=O)CC(OC(=O)C3CCCCN3C(=O)C(=O)C1(O2)O)C(C)CC4CCC(C(C4)OC)OCCO)C)C)O)OC)C)C)C)OC. Drug 2: CCCCC(=O)OCC(=O)C1(CC(C2=C(C1)C(=C3C(=C2O)C(=O)C4=C(C3=O)C=CC=C4OC)O)OC5CC(C(C(O5)C)O)NC(=O)C(F)(F)F)O. Cell line: OVCAR-5. Synergy scores: CSS=38.8, Synergy_ZIP=4.11, Synergy_Bliss=6.29, Synergy_Loewe=6.04, Synergy_HSA=6.33. (4) Drug 1: CN(C)N=NC1=C(NC=N1)C(=O)N. Drug 2: C1=NNC2=C1C(=O)NC=N2. Cell line: NCI-H522. Synergy scores: CSS=8.68, Synergy_ZIP=-4.91, Synergy_Bliss=-3.79, Synergy_Loewe=-2.67, Synergy_HSA=-2.16. (5) Drug 1: CC1=C(N=C(N=C1N)C(CC(=O)N)NCC(C(=O)N)N)C(=O)NC(C(C2=CN=CN2)OC3C(C(C(C(O3)CO)O)O)OC4C(C(C(C(O4)CO)O)OC(=O)N)O)C(=O)NC(C)C(C(C)C(=O)NC(C(C)O)C(=O)NCCC5=NC(=CS5)C6=NC(=CS6)C(=O)NCCC[S+](C)C)O. Drug 2: CCC1(CC2CC(C3=C(CCN(C2)C1)C4=CC=CC=C4N3)(C5=C(C=C6C(=C5)C78CCN9C7C(C=CC9)(C(C(C8N6C)(C(=O)OC)O)OC(=O)C)CC)OC)C(=O)OC)O.OS(=O)(=O)O. Cell line: OVCAR3. Synergy scores: CSS=13.7, Synergy_ZIP=-1.76, Synergy_Bliss=6.73, Synergy_Loewe=1.47, Synergy_HSA=2.50. (6) Drug 1: CNC(=O)C1=CC=CC=C1SC2=CC3=C(C=C2)C(=NN3)C=CC4=CC=CC=N4. Drug 2: CC1C(C(CC(O1)OC2CC(CC3=C2C(=C4C(=C3O)C(=O)C5=CC=CC=C5C4=O)O)(C(=O)C)O)N)O. Cell line: SF-539. Synergy scores: CSS=43.2, Synergy_ZIP=-3.18, Synergy_Bliss=2.00, Synergy_Loewe=1.00, Synergy_HSA=5.26. (7) Drug 1: C1=C(C(=O)NC(=O)N1)N(CCCl)CCCl. Drug 2: CCC1(CC2CC(C3=C(CCN(C2)C1)C4=CC=CC=C4N3)(C5=C(C=C6C(=C5)C78CCN9C7C(C=CC9)(C(C(C8N6C)(C(=O)OC)O)OC(=O)C)CC)OC)C(=O)OC)O.OS(=O)(=O)O. Cell line: UACC62. Synergy scores: CSS=37.4, Synergy_ZIP=-8.98, Synergy_Bliss=-3.82, Synergy_Loewe=-12.9, Synergy_HSA=-1.05. (8) Drug 1: CC1=C2C(C(=O)C3(C(CC4C(C3C(C(C2(C)C)(CC1OC(=O)C(C(C5=CC=CC=C5)NC(=O)OC(C)(C)C)O)O)OC(=O)C6=CC=CC=C6)(CO4)OC(=O)C)O)C)O. Drug 2: CS(=O)(=O)CCNCC1=CC=C(O1)C2=CC3=C(C=C2)N=CN=C3NC4=CC(=C(C=C4)OCC5=CC(=CC=C5)F)Cl. Cell line: UACC62. Synergy scores: CSS=8.83, Synergy_ZIP=5.03, Synergy_Bliss=9.62, Synergy_Loewe=8.96, Synergy_HSA=11.3.